From a dataset of Peptide-MHC class II binding affinity with 134,281 pairs from IEDB. Regression. Given a peptide amino acid sequence and an MHC pseudo amino acid sequence, predict their binding affinity value. This is MHC class II binding data. (1) The peptide sequence is AGWLFHVRGARRSGD. The MHC is DRB3_0202 with pseudo-sequence DRB3_0202. The binding affinity (normalized) is 0.738. (2) The peptide sequence is FVQALTTAAASYASV. The MHC is HLA-DPA10103-DPB10401 with pseudo-sequence HLA-DPA10103-DPB10401. The binding affinity (normalized) is 0.570. (3) The peptide sequence is SAFQGLFGGLNWITK. The MHC is DRB1_0701 with pseudo-sequence DRB1_0701. The binding affinity (normalized) is 0.515.